Predict which catalyst facilitates the given reaction. From a dataset of Catalyst prediction with 721,799 reactions and 888 catalyst types from USPTO. (1) Reactant: [OH:1][CH:2]1[CH:11]([OH:12])[CH:10]2[CH:5]([CH2:6][CH2:7][CH2:8][CH2:9]2)[CH2:4][CH2:3]1.[C:13](Cl)(=[O:16])[CH:14]=[CH2:15].C(N(CC)CC)C. Product: [OH:1][CH:2]1[CH:11]([O:12][C:13](=[O:16])[CH:14]=[CH2:15])[CH:10]2[CH:5]([CH2:6][CH2:7][CH2:8][CH2:9]2)[CH2:4][CH2:3]1. The catalyst class is: 12. (2) Reactant: [CH:1]([N:3]1[CH2:7][CH2:6][CH2:5][C:4]1=O)=C.[H-].[K+].C(OCC)(=O)[C:12]1[CH:17]=[CH:16][CH:15]=[N:14][CH:13]=1.Cl.[BH4-].[Na+].C(=O)([O-])[O-].[K+].[K+].CI. Product: [N:14]1[CH:15]=[C:16]([CH:4]2[CH2:5][CH2:6][CH2:7][N:3]2[CH3:1])[CH:17]=[CH:12][CH:13]=1. The catalyst class is: 174. (3) Reactant: [NH2:1][CH2:2][CH2:3][C:4]1[CH:19]=[CH:18][C:7]([O:8][C:9]2[N:14]=[C:13]([C:15]([NH2:17])=[O:16])[CH:12]=[CH:11][CH:10]=2)=[CH:6][CH:5]=1.[CH:20](=O)[C:21]1[CH:26]=[CH:25][CH:24]=[CH:23][CH:22]=1.[BH4-].[Na+]. Product: [CH2:20]([NH:1][CH2:2][CH2:3][C:4]1[CH:19]=[CH:18][C:7]([O:8][C:9]2[N:14]=[C:13]([C:15]([NH2:17])=[O:16])[CH:12]=[CH:11][CH:10]=2)=[CH:6][CH:5]=1)[C:21]1[CH:26]=[CH:25][CH:24]=[CH:23][CH:22]=1. The catalyst class is: 5.